This data is from hERG Central: cardiac toxicity at 1µM, 10µM, and general inhibition. The task is: Predict hERG channel inhibition at various concentrations. (1) The drug is Cc1ccc([N+](=O)[O-])c(OCCCN2CCCCCC2)c1.O=C(O)C(=O)O. Results: hERG_inhib (hERG inhibition (general)): blocker. (2) The molecule is CC(C(=O)Nc1ccc(Br)cc1C(=O)c1ccccc1)N1CCOCC1. Results: hERG_inhib (hERG inhibition (general)): blocker. (3) The molecule is CCn1c(SCC(=O)Nc2ccc(C)cc2)nnc1-c1ccccn1. Results: hERG_inhib (hERG inhibition (general)): blocker. (4) The compound is COc1ccccc1NC(=O)N1CCN(c2ccc3nnc(-c4ccc(F)cc4)n3n2)CC1. Results: hERG_inhib (hERG inhibition (general)): blocker. (5) The molecule is N#C/C(=C\c1ccc(N2CCOCC2)o1)C(=O)NCCc1ccccc1. Results: hERG_inhib (hERG inhibition (general)): blocker. (6) The compound is O=C(CN1CCN(S(=O)(=O)c2ccc(Br)cc2)CC1)N/N=C/c1ccncc1. Results: hERG_inhib (hERG inhibition (general)): blocker. (7) The compound is COc1ccc(N2C(=O)CC(N3CCN(C4CCc5ccccc5C4)CC3)C2=O)cc1. Results: hERG_inhib (hERG inhibition (general)): blocker. (8) The molecule is CCN1/C(=C/C(C)=C/c2sc3ccccc3[n+]2CC)Sc2ccccc21.[I-]. Results: hERG_inhib (hERG inhibition (general)): blocker.